This data is from Peptide-MHC class II binding affinity with 134,281 pairs from IEDB. The task is: Regression. Given a peptide amino acid sequence and an MHC pseudo amino acid sequence, predict their binding affinity value. This is MHC class II binding data. (1) The peptide sequence is PVTEEPGMAKIPAGE. The MHC is HLA-DPA10201-DPB11401 with pseudo-sequence HLA-DPA10201-DPB11401. The binding affinity (normalized) is 0.0617. (2) The peptide sequence is SDFYALISERFINYA. The MHC is DRB3_0101 with pseudo-sequence DRB3_0101. The binding affinity (normalized) is 0.318. (3) The peptide sequence is LEAKATFYGSNPRGA. The MHC is HLA-DPA10201-DPB11401 with pseudo-sequence HLA-DPA10201-DPB11401. The binding affinity (normalized) is 0. (4) The peptide sequence is TSVIIDGNCDGRGKS. The MHC is HLA-DQA10501-DQB10303 with pseudo-sequence HLA-DQA10501-DQB10303. The binding affinity (normalized) is 0.364. (5) The peptide sequence is IIIDSKDTERQLAAM. The MHC is DRB4_0101 with pseudo-sequence DRB4_0103. The binding affinity (normalized) is 0.490. (6) The MHC is HLA-DQA10401-DQB10402 with pseudo-sequence HLA-DQA10401-DQB10402. The binding affinity (normalized) is 0.183. The peptide sequence is FTVFEAAFNNAIKAG. (7) The peptide sequence is MADDMERIFKRFDTN. The MHC is DRB3_0202 with pseudo-sequence DRB3_0202. The binding affinity (normalized) is 0.156.